Dataset: Reaction yield outcomes from USPTO patents with 853,638 reactions. Task: Predict the reaction yield, written as a fraction of the theoretical maximum amount of product (1.0 means a 100% yield; for example, 0.34 means a 34% yield). (1) The reactants are Cl.[Cl:2][C:3]1[CH:8]=[CH:7][C:6]([C@@:9]2([CH3:20])[CH2:11][C@H:10]2[NH:12]C(=O)OC(C)(C)C)=[CH:5][CH:4]=1. The catalyst is ClCCl. The product is [ClH:2].[Cl:2][C:3]1[CH:4]=[CH:5][C:6]([C:9]2([CH3:20])[CH2:11][CH:10]2[NH2:12])=[CH:7][CH:8]=1. The yield is 0.710. (2) The reactants are Br[C:2]1[CH:7]=[CH:6][C:5]([C:8](=[C:16]2[CH2:22][CH2:21][CH2:20][CH2:19][CH2:18][CH2:17]2)[C:9]2[CH:14]=[CH:13][C:12]([OH:15])=[CH:11][CH:10]=2)=[CH:4][CH:3]=1.[C:23]([O:27][C:28]([CH3:31])([CH3:30])[CH3:29])(=[O:26])[CH:24]=[CH2:25].CCN(CC)CC.CC1C=CC=CC=1P(C1C=CC=CC=1C)C1C=CC=CC=1C. The catalyst is CC([O-])=O.CC([O-])=O.[Pd+2].O.CCOC(C)=O.CC#N. The product is [C:16]1(=[C:8]([C:9]2[CH:14]=[CH:13][C:12]([OH:15])=[CH:11][CH:10]=2)[C:5]2[CH:4]=[CH:3][C:2](/[CH:25]=[CH:24]/[C:23]([O:27][C:28]([CH3:31])([CH3:30])[CH3:29])=[O:26])=[CH:7][CH:6]=2)[CH2:17][CH2:18][CH2:19][CH2:20][CH2:21][CH2:22]1. The yield is 0.980. (3) The reactants are [CH3:1][C:2]1[CH:6]=[C:5]([NH2:7])[N:4]([C:8]2[CH:13]=[CH:12][CH:11]=[CH:10][C:9]=2[CH3:14])[N:3]=1.Br[C:16]1[CH:24]=[CH:23][CH:22]=[CH:21][C:17]=1[C:18]([NH2:20])=[O:19].C(=O)([O-])[O-].[K+].[K+].C(O)(=O)C. The catalyst is CN(C=O)C.C([O-])(=O)C.[Cu+2].C([O-])(=O)C. The product is [CH3:1][C:2]1[CH:6]=[C:5]([NH:7][C:16]2[CH:24]=[CH:23][CH:22]=[CH:21][C:17]=2[C:18]([NH2:20])=[O:19])[N:4]([C:8]2[CH:13]=[CH:12][CH:11]=[CH:10][C:9]=2[CH3:14])[N:3]=1. The yield is 0.210. (4) The product is [C:11]1([C:16]2[CH:21]=[CH:20][CH:19]=[CH:18][CH:17]=2)[CH:12]=[CH:13][CH:14]=[CH:15][C:10]=1[NH:9][C:8]([O:7][CH:4]1[CH2:3][CH2:2][N:1]([CH2:25][CH2:24][C:23]([OH:27])=[O:26])[CH2:6][CH2:5]1)=[O:22]. The reactants are [NH:1]1[CH2:6][CH2:5][CH:4]([O:7][C:8](=[O:22])[NH:9][C:10]2[CH:15]=[CH:14][CH:13]=[CH:12][C:11]=2[C:16]2[CH:21]=[CH:20][CH:19]=[CH:18][CH:17]=2)[CH2:3][CH2:2]1.[C:23]([OH:27])(=[O:26])[CH:24]=[CH2:25]. The catalyst is C(Cl)Cl. The yield is 0.990. (5) The reactants are [N:1]1[CH:6]=[CH:5][CH:4]=[C:3]([N:7]2[CH2:11][CH2:10][C:9]([NH2:12])=[N:8]2)[CH:2]=1. The catalyst is [O-2].[Mn+4].[O-2].C(#N)C. The product is [NH2:12][C:9]1[CH:10]=[CH:11][N:7]([C:3]2[CH:2]=[N:1][CH:6]=[CH:5][CH:4]=2)[N:8]=1. The yield is 0.690. (6) The reactants are [C:1]([O:6][CH2:7][CH3:8])(=[O:5])[C:2]#[C:3][CH3:4].[C:9]([S:11]([C:14]1[CH:15]=[C:16]2[C:21](=[CH:22][CH:23]=1)[C:20]([CH3:25])([CH3:24])[CH2:19][CH2:18][C:17]2([CH3:27])[CH3:26])(=[O:13])=[O:12])#[CH:10]. The catalyst is C1(C)C=CC=CC=1.CC([O-])=O.CC([O-])=O.[Pd+2].COC1C=CC=C(OC)C=1P(C1C(OC)=CC=CC=1OC)C1C(OC)=CC=CC=1OC. The product is [CH3:4][C:3]([C:10]#[C:9][S:11]([C:14]1[CH:23]=[CH:22][C:21]2[C:20]([CH3:25])([CH3:24])[CH2:19][CH2:18][C:17]([CH3:27])([CH3:26])[C:16]=2[CH:15]=1)(=[O:13])=[O:12])=[CH:2][C:1]([O:6][CH2:7][CH3:8])=[O:5]. The yield is 0.520. (7) The reactants are N1[C:9]2[C:4](=[CH:5]C=[CH:7][C:8]=2[C:10](O)=O)[CH:3]=C1.[CH:13]1[CH:18]=[N:17][C:16]2N(O)N=N[C:15]=2[CH:14]=1.CCN=C=N[CH2:28][CH2:29][CH2:30]N(C)C.[CH2:34](N(CC)CC)C.[CH3:41][N:42]([CH:44]=[O:45])[CH3:43]. No catalyst specified. The product is [NH:17]1[C:16]2[C:28](=[CH:29][CH:30]=[CH:14][C:15]=2[C:44]([N:42]2[CH2:43][C:8]3([CH3:7])[CH2:10][CH:41]2[CH2:34][C:4]([CH3:3])([CH3:5])[CH2:9]3)=[O:45])[CH:13]=[CH:18]1. The yield is 0.470. (8) The reactants are [CH3:1][O:2][C:3]([NH:5][C@H:6]([C:10]([N:12]1[C@@H:16]([CH3:17])[CH2:15][CH2:14][C@H:13]1[C:18]1[NH:22][C:21]2[C:23]3[C:28]([CH2:29][CH2:30][C:20]=2[N:19]=1)=[CH:27][C:26]1[C:31]2[C:36]([CH2:37][O:38][C:25]=1[CH:24]=3)=[CH:35][C:34]([C:39]1[NH:43][C:42]([C@@H:44]3[CH2:48][C@H:47]([CH2:49][O:50][CH3:51])[CH2:46][N:45]3[C:52]([O:54][C:55]([CH3:58])([CH3:57])[CH3:56])=[O:53])=[N:41][CH:40]=1)=[CH:33][CH:32]=2)=[O:11])[CH:7]([CH3:9])[CH3:8])=[O:4].CO. The catalyst is C(Cl)Cl.O=[Mn]=O. The product is [CH3:1][O:2][C:3]([NH:5][C@H:6]([C:10]([N:12]1[C@@H:16]([CH3:17])[CH2:15][CH2:14][C@H:13]1[C:18]1[NH:22][C:21]2[C:23]3[C:28]([CH:29]=[CH:30][C:20]=2[N:19]=1)=[CH:27][C:26]1[C:31]2[C:36]([CH2:37][O:38][C:25]=1[CH:24]=3)=[CH:35][C:34]([C:39]1[NH:43][C:42]([C@@H:44]3[CH2:48][C@H:47]([CH2:49][O:50][CH3:51])[CH2:46][N:45]3[C:52]([O:54][C:55]([CH3:58])([CH3:57])[CH3:56])=[O:53])=[N:41][CH:40]=1)=[CH:33][CH:32]=2)=[O:11])[CH:7]([CH3:9])[CH3:8])=[O:4]. The yield is 0.580. (9) The reactants are [C:1]1([N:7]2[C:12](=[O:13])[C:11]3[S:14][CH:15]=[C:16]([C:17]4[CH:22]=[CH:21][CH:20]=[CH:19][CH:18]=4)[C:10]=3[N:9]=[CH:8]2)[CH:6]=[CH:5][CH:4]=[CH:3][CH:2]=1.N[C:24]1C(C2C=CC=CC=2)=CSC=1C(OC)=O.C(OCC)(OCC)OCC.CC1CCCC(N)C1. The catalyst is C(O)(=O)C. The product is [CH3:24][CH:3]1[CH2:4][CH2:5][CH2:6][CH:1]([N:7]2[C:12](=[O:13])[C:11]3[S:14][CH:15]=[C:16]([C:17]4[CH:18]=[CH:19][CH:20]=[CH:21][CH:22]=4)[C:10]=3[N:9]=[CH:8]2)[CH2:2]1. The yield is 0.705. (10) The reactants are [C:1]([Si:5]([CH3:18])([CH3:17])[O:6][CH2:7][CH2:8][N:9]1[CH:13]=[CH:12][C:11]([N+:14]([O-])=O)=[N:10]1)([CH3:4])([CH3:3])[CH3:2].[H][H]. The catalyst is C(OCC)(=O)C.CO.[Pd]. The product is [C:1]([Si:5]([CH3:18])([CH3:17])[O:6][CH2:7][CH2:8][N:9]1[CH:13]=[CH:12][C:11]([NH2:14])=[N:10]1)([CH3:4])([CH3:3])[CH3:2]. The yield is 0.900.